Dataset: Reaction yield outcomes from USPTO patents with 853,638 reactions. Task: Predict the reaction yield, written as a fraction of the theoretical maximum amount of product (1.0 means a 100% yield; for example, 0.34 means a 34% yield). The product is [CH2:1]([C:5]1[CH:6]=[C:7]2[C:12](=[C:13]([O:15][CH:16]3[CH2:17][CH2:18][N:19]([CH:24]4[CH2:25][CH2:26][S:22](=[O:28])(=[O:27])[CH2:23]4)[CH2:20][CH2:21]3)[CH:14]=1)[N:11]=[CH:10][CH:9]=[CH:8]2)[CH2:2][CH2:3][CH3:4]. The catalyst is C1COCC1. The reactants are [CH2:1]([C:5]1[CH:6]=[C:7]2[C:12](=[C:13]([O:15][CH:16]3[CH2:21][CH2:20][NH:19][CH2:18][CH2:17]3)[CH:14]=1)[N:11]=[CH:10][CH:9]=[CH:8]2)[CH2:2][CH2:3][CH3:4].[S:22]1(=[O:28])(=[O:27])[CH:26]=[CH:25][CH2:24][CH2:23]1.CO. The yield is 0.0800.